Dataset: Peptide-MHC class I binding affinity with 185,985 pairs from IEDB/IMGT. Task: Regression. Given a peptide amino acid sequence and an MHC pseudo amino acid sequence, predict their binding affinity value. This is MHC class I binding data. The binding affinity (normalized) is 0.983. The MHC is HLA-A02:06 with pseudo-sequence HLA-A02:06. The peptide sequence is VLAALVCYI.